This data is from Full USPTO retrosynthesis dataset with 1.9M reactions from patents (1976-2016). The task is: Predict the reactants needed to synthesize the given product. (1) Given the product [F:13][C:14]1[N:15]=[C:16]([C:20]2[N:24]([CH2:2][C:3]3[C:8]([O:9][CH3:10])=[N:7][C:6]([O:11][CH3:12])=[CH:5][N:4]=3)[CH:23]=[CH:22][N:21]=2)[CH:17]=[CH:18][CH:19]=1, predict the reactants needed to synthesize it. The reactants are: Cl[CH2:2][C:3]1[C:8]([O:9][CH3:10])=[N:7][C:6]([O:11][CH3:12])=[CH:5][N:4]=1.[F:13][C:14]1[CH:19]=[CH:18][CH:17]=[C:16]([C:20]2[NH:21][CH:22]=[CH:23][N:24]=2)[N:15]=1.C([O-])([O-])=O.[K+].[K+]. (2) The reactants are: Br[C:2]1[N:6]2[CH:7]=[C:8]([CH:21]3[CH2:23][CH2:22]3)[C:9]([CH2:11][O:12][C:13]3[CH:18]=[CH:17][C:16]([Cl:19])=[C:15]([Cl:20])[CH:14]=3)=[CH:10][C:5]2=[N:4][N:3]=1.C1(S(N)(=O)=O)CC1.[N:31]1([S:35]([NH2:38])(=[O:37])=[O:36])[CH2:34][CH2:33][CH2:32]1. Given the product [CH:21]1([C:8]2[C:9]([CH2:11][O:12][C:13]3[CH:18]=[CH:17][C:16]([Cl:19])=[C:15]([Cl:20])[CH:14]=3)=[CH:10][C:5]3[N:6]([C:2]([NH:38][S:35]([N:31]4[CH2:34][CH2:33][CH2:32]4)(=[O:37])=[O:36])=[N:3][N:4]=3)[CH:7]=2)[CH2:23][CH2:22]1, predict the reactants needed to synthesize it. (3) Given the product [C:65]([O:64][C:60]([NH:61][NH:62][C:48](=[O:49])[CH2:47][C@H:16]1[CH2:15][C@H:14]([C:11]2[CH:12]=[CH:13][C:8]([CH2:7][O:6][CH2:5][C@@H:4]([CH3:51])[CH2:3][O:2][CH3:1])=[CH:9][CH:10]=2)[C@@H:19]([O:20][CH2:21][C:22]2[CH:23]=[CH:24][C:25]3[O:30][CH2:29][CH2:28][N:27]([CH2:31][CH2:32][CH2:33][O:34][CH3:35])[C:26]=3[CH:36]=2)[CH2:18][N:17]1[S:37]([C:40]1[CH:45]=[CH:44][C:43]([CH3:46])=[CH:42][CH:41]=1)(=[O:39])=[O:38])=[O:63])([CH3:68])([CH3:67])[CH3:66], predict the reactants needed to synthesize it. The reactants are: [CH3:1][O:2][CH2:3][C@H:4]([CH3:51])[CH2:5][O:6][CH2:7][C:8]1[CH:13]=[CH:12][C:11]([C@@H:14]2[C@@H:19]([O:20][CH2:21][C:22]3[CH:23]=[CH:24][C:25]4[O:30][CH2:29][CH2:28][N:27]([CH2:31][CH2:32][CH2:33][O:34][CH3:35])[C:26]=4[CH:36]=3)[CH2:18][N:17]([S:37]([C:40]3[CH:45]=[CH:44][C:43]([CH3:46])=[CH:42][CH:41]=3)(=[O:39])=[O:38])[C@@H:16]([CH2:47][C:48](O)=[O:49])[CH2:15]2)=[CH:10][CH:9]=1.ClC(N(C)C)=C(C)C.[C:60]([O:64][C:65]([CH3:68])([CH3:67])[CH3:66])(=[O:63])[NH:61][NH2:62].CCN(CC)CC. (4) The reactants are: Br[C:2]1[C:7]([CH3:8])=[CH:6][CH:5]=[CH:4][C:3]=1[O:9][CH3:10].[C:11]([Cu])#[N:12].CN(C=O)C. Given the product [CH3:10][O:9][C:3]1[CH:4]=[CH:5][CH:6]=[C:7]([CH3:8])[C:2]=1[C:11]#[N:12], predict the reactants needed to synthesize it. (5) Given the product [CH:2]1([CH2:5][O:6][C:7]2[CH:8]=[CH:9][C:10]3[C:14]([CH:15]=2)=[N:13][N:12]([C:16]2[CH:26]=[CH:25][C:19]([O:20][CH2:21][C@@H:22]([NH:24][C:32]([NH2:31])=[O:33])[CH3:23])=[CH:18][CH:17]=2)[CH:11]=3)[CH2:4][CH2:3]1, predict the reactants needed to synthesize it. The reactants are: Cl.[CH:2]1([CH2:5][O:6][C:7]2[CH:8]=[CH:9][C:10]3[C:14]([CH:15]=2)=[N:13][N:12]([C:16]2[CH:26]=[CH:25][C:19]([O:20][CH2:21][C@@H:22]([NH2:24])[CH3:23])=[CH:18][CH:17]=2)[CH:11]=3)[CH2:4][CH2:3]1.C[Si]([N:31]=[C:32]=[O:33])(C)C.C(N(CC)CC)C. (6) Given the product [O:25]=[C:23]([N:11]1[CH2:12][CH2:13][C:8]([C:5]2[CH:6]=[CH:7][C:2]([F:1])=[CH:3][CH:4]=2)([C:14]#[N:15])[CH2:9][CH2:10]1)[CH3:24], predict the reactants needed to synthesize it. The reactants are: [F:1][C:2]1[CH:7]=[CH:6][C:5]([C:8]2([C:14]#[N:15])[CH2:13][CH2:12][NH:11][CH2:10][CH2:9]2)=[CH:4][CH:3]=1.C(N(CC)CC)C.[C:23](Cl)(=[O:25])[CH3:24].C([O-])(O)=O.[Na+]. (7) Given the product [CH3:43][O:42][C:38]1[CH:37]=[C:5]([CH:4]=[C:3]([O:2][CH3:1])[C:39]=1[O:40][CH3:41])[C:6]([N:8]1[CH2:12][CH2:11][C:10]([CH2:19][CH2:20][N:21]2[CH2:27][CH2:26][CH2:25][N:24]([C:28]3[N:29]([CH2:52][CH2:53][CH2:54][CH2:55][C:56]#[N:57])[C:30]4[CH:36]=[CH:35][CH:34]=[CH:33][C:31]=4[N:32]=3)[CH2:23][CH2:22]2)([C:13]2[CH:14]=[CH:15][CH:16]=[CH:17][CH:18]=2)[CH2:9]1)=[O:7], predict the reactants needed to synthesize it. The reactants are: [CH3:1][O:2][C:3]1[CH:4]=[C:5]([CH:37]=[C:38]([O:42][CH3:43])[C:39]=1[O:40][CH3:41])[C:6]([N:8]1[CH2:12][CH2:11][C:10]([CH2:19][CH2:20][N:21]2[CH2:27][CH2:26][CH2:25][N:24]([C:28]3[NH:32][C:31]4[CH:33]=[CH:34][CH:35]=[CH:36][C:30]=4[N:29]=3)[CH2:23][CH2:22]2)([C:13]2[CH:18]=[CH:17][CH:16]=[CH:15][CH:14]=2)[CH2:9]1)=[O:7].CN(C)C=O.[H-].[Na+].Br[CH2:52][CH2:53][CH2:54][CH2:55][C:56]#[N:57]. (8) Given the product [CH:22]1([C:20]([N:17]2[CH2:18][CH2:19][C@@H:15]([CH2:14][N:9]3[C:8]([C:5]4[CH:6]=[CH:7][C:2]([C:32]5[CH:33]=[C:34]6[C:29]([CH:28]=[CH:27][NH:26]6)=[CH:30][CH:31]=5)=[C:3]([F:25])[CH:4]=4)=[N:12][NH:11][C:10]3=[O:13])[CH2:16]2)=[O:21])[CH2:24][CH2:23]1, predict the reactants needed to synthesize it. The reactants are: Br[C:2]1[CH:7]=[CH:6][C:5]([C:8]2[N:9]([CH2:14][C@@H:15]3[CH2:19][CH2:18][N:17]([C:20]([CH:22]4[CH2:24][CH2:23]4)=[O:21])[CH2:16]3)[C:10](=[O:13])[NH:11][N:12]=2)=[CH:4][C:3]=1[F:25].[NH:26]1[C:34]2[C:29](=[CH:30][CH:31]=[C:32](B(O)O)[CH:33]=2)[CH:28]=[CH:27]1.C([O-])([O-])=O.[Cs+].[Cs+].O1CCOCC1. (9) Given the product [CH3:1][O:2][C:3]1[CH:8]=[C:7]([N:9]2[CH:13]=[CH:12][CH:11]=[N:10]2)[CH:6]=[CH:5][C:4]=1[C:14]1[S:18][C:17]([C:19]2[CH2:24][CH2:23][NH:22][CH2:21][CH:20]=2)=[N:16][N:15]=1, predict the reactants needed to synthesize it. The reactants are: [CH3:1][O:2][C:3]1[CH:8]=[C:7]([N:9]2[CH:13]=[CH:12][CH:11]=[N:10]2)[CH:6]=[CH:5][C:4]=1[C:14]1[S:18][C:17]([C:19]2[CH2:24][CH2:23][N:22](C(OC(C)(C)C)=O)[CH2:21][CH:20]=2)=[N:16][N:15]=1.Cl. (10) The reactants are: CCN(C(C)C)C(C)C.[C:10]([C:13]1[CH:18]=[N:17][N:16]2[CH:19]=[C:20]([C:22]3[CH:23]=[N:24][N:25]([CH2:27][C:28](O)=[O:29])[CH:26]=3)[CH:21]=[C:15]2[C:14]=1[NH:31][C@H:32]1[C@@H:36]([CH3:37])[CH2:35][N:34]([C:38]2[CH:43]=[CH:42][C:41]([C:44]#[N:45])=[CH:40][N:39]=2)[CH2:33]1)(=[O:12])[NH2:11].CN(C(ON1N=NC2C=CC=NC1=2)=[N+](C)C)C.F[P-](F)(F)(F)(F)F.Cl.[F:71][C:72]1([F:76])[CH2:75][NH:74][CH2:73]1. Given the product [C:44]([C:41]1[CH:42]=[CH:43][C:38]([N:34]2[CH2:35][C@H:36]([CH3:37])[C@H:32]([NH:31][C:14]3[C:15]4[N:16]([CH:19]=[C:20]([C:22]5[CH:23]=[N:24][N:25]([CH2:27][C:28]([N:74]6[CH2:75][C:72]([F:76])([F:71])[CH2:73]6)=[O:29])[CH:26]=5)[CH:21]=4)[N:17]=[CH:18][C:13]=3[C:10]([NH2:11])=[O:12])[CH2:33]2)=[N:39][CH:40]=1)#[N:45], predict the reactants needed to synthesize it.